From a dataset of Reaction yield outcomes from USPTO patents with 853,638 reactions. Predict the reaction yield, written as a fraction of the theoretical maximum amount of product (1.0 means a 100% yield; for example, 0.34 means a 34% yield). (1) The reactants are [CH:1]12[CH2:7][CH:4]([CH:5]=[CH:6]1)[CH2:3][CH:2]2[C:8]([OH:10])=O.[CH3:11][NH:12][CH2:13][C:14]1[S:15][CH:16]=[CH:17][CH:18]=1.C(N(CC)CC)C.CCN=C=NCCCN(C)C. The catalyst is C(Cl)Cl.CN(C1C=CN=CC=1)C. The product is [CH3:11][N:12]([CH2:13][C:14]1[S:15][CH:16]=[CH:17][CH:18]=1)[C:8]([CH:2]1[CH2:3][CH:4]2[CH2:7][CH:1]1[CH:6]=[CH:5]2)=[O:10]. The yield is 0.380. (2) The reactants are [CH3:1][O:2][C:3]1[CH:4]=[CH:5][C:6]2[O:10][C:9](=[O:11])[NH:8][C:7]=2[CH:12]=1.[H-].[Na+].Br[CH2:16][C:17]([O:19][CH2:20][CH3:21])=[O:18].FC(F)(F)C(O)=O. The catalyst is O1CCCC1.CC#N.O. The product is [CH2:20]([O:19][C:17](=[O:18])[CH2:16][N:8]1[C:7]2[CH:12]=[C:3]([O:2][CH3:1])[CH:4]=[CH:5][C:6]=2[O:10][C:9]1=[O:11])[CH3:21]. The yield is 0.830. (3) The reactants are [CH:1]1([NH2:7])[CH2:6][CH2:5][CH2:4][CH2:3][CH2:2]1.[F:8][C:9]([F:24])([F:23])[C:10]1[CH:11]=[C:12]([N:20]=[C:21]=[O:22])[CH:13]=[C:14]([C:16]([F:19])([F:18])[F:17])[CH:15]=1. The catalyst is ClCCl. The product is [CH:1]1([NH:7][C:21]([NH:20][C:12]2[CH:13]=[C:14]([C:16]([F:18])([F:19])[F:17])[CH:15]=[C:10]([C:9]([F:8])([F:23])[F:24])[CH:11]=2)=[O:22])[CH2:6][CH2:5][CH2:4][CH2:3][CH2:2]1. The yield is 0.900. (4) The reactants are [CH3:1][C:2]1([CH3:20])[C:13]2[C:14]3[N:5]([C:6](=[O:19])[C:7](=[O:18])[N:8]([CH2:15][C:16]#[CH:17])[C:9]=3[CH:10]=[CH:11][CH:12]=2)[CH2:4][CH2:3]1.[N:21]([CH2:24][C:25]([O:27][CH2:28][CH3:29])=[O:26])=[N+:22]=[N-:23].O. The catalyst is C(#N)C.[Cu]I. The product is [CH3:1][C:2]1([CH3:20])[C:13]2[C:14]3[N:5]([C:6](=[O:19])[C:7](=[O:18])[N:8]([CH2:15][C:16]4[N:23]=[N:22][N:21]([CH2:24][C:25]([O:27][CH2:28][CH3:29])=[O:26])[CH:17]=4)[C:9]=3[CH:10]=[CH:11][CH:12]=2)[CH2:4][CH2:3]1. The yield is 0.820. (5) The reactants are [CH2:1]([O:8][C:9]1[CH:10]=[CH:11][C:12]([C@@H:20]([O:54][Si:55]([C:58]([CH3:61])([CH3:60])[CH3:59])([CH3:57])[CH3:56])[CH2:21][N:22]([C:47]([O:49][C:50]([CH3:53])([CH3:52])[CH3:51])=[O:48])[CH2:23][CH2:24][CH2:25][CH2:26][C:27]([NH:29][C:30]2[CH:31]=[C:32]([C:36]([OH:46])([C:40]3[CH:45]=[CH:44][CH:43]=[CH:42][CH:41]=3)[C:37]([OH:39])=[O:38])[CH:33]=[CH:34][CH:35]=2)=[O:28])=[C:13]2[C:18]=1[NH:17][C:16](=[O:19])[CH:15]=[CH:14]2)[C:2]1[CH:7]=[CH:6][CH:5]=[CH:4][CH:3]=1.[N:62]12[CH2:69][CH2:68][CH:65]([CH2:66][CH2:67]1)[C@@H:64](O)[CH2:63]2. The catalyst is CN(C=O)C.N1(C(N2C=CN=C2)=O)C=CN=C1. The product is [CH2:1]([O:8][C:9]1[CH:10]=[CH:11][C:12]([C@@H:20]([O:54][Si:55]([C:58]([CH3:61])([CH3:60])[CH3:59])([CH3:57])[CH3:56])[CH2:21][N:22]([C:47]([O:49][C:50]([CH3:53])([CH3:52])[CH3:51])=[O:48])[CH2:23][CH2:24][CH2:25][CH2:26][C:27]([NH:29][C:30]2[CH:31]=[C:32]([C:36]([OH:46])([C:40]3[CH:41]=[CH:42][CH:43]=[CH:44][CH:45]=3)[C:37]([O:39][C@@H:64]3[CH:65]4[CH2:68][CH2:69][N:62]([CH2:67][CH2:66]4)[CH2:63]3)=[O:38])[CH:33]=[CH:34][CH:35]=2)=[O:28])=[C:13]2[C:18]=1[NH:17][C:16](=[O:19])[CH:15]=[CH:14]2)[C:2]1[CH:7]=[CH:6][CH:5]=[CH:4][CH:3]=1. The yield is 0.547. (6) The yield is 0.960. The reactants are S(=O)(=O)(O)[O-].[K+].[C:7]([O:11][C:12]([NH:14][C@@H:15]([C:19]1[CH:24]=[CH:23][C:22]([Cl:25])=[CH:21][CH:20]=1)[C:16]([O-:18])=[O:17])=[O:13])([CH3:10])([CH3:9])[CH3:8].[CH:26]1([NH2+]C2CCCCC2)CCCCC1.C[Si](C=[N+]=[N-])(C)C.CCCCCC. The catalyst is CCOCC. The product is [CH3:26][O:17][C:16](=[O:18])[C@@H:15]([NH:14][C:12]([O:11][C:7]([CH3:10])([CH3:8])[CH3:9])=[O:13])[C:19]1[CH:24]=[CH:23][C:22]([Cl:25])=[CH:21][CH:20]=1. (7) The reactants are [CH2:1](Br)[CH3:2].[C:4]([O:8][C:9](=[O:41])[N:10]([CH2:22][CH2:23][CH2:24][NH:25][CH2:26][C:27]1[C:28]2[C:33]([CH:34]=[C:35]3[C:40]=1[CH:39]=[CH:38][CH:37]=[CH:36]3)=[CH:32][CH:31]=[CH:30][CH:29]=2)[CH2:11][CH2:12][CH2:13][NH:14][C:15]([O:17][C:18]([CH3:21])([CH3:20])[CH3:19])=[O:16])([CH3:7])([CH3:6])[CH3:5].C([O-])([O-])=O.[K+].[K+]. The catalyst is C(#N)C. The product is [C:4]([O:8][C:9](=[O:41])[N:10]([CH2:22][CH2:23][CH2:24][N:25]([CH2:26][C:27]1[C:40]2[C:35]([CH:34]=[C:33]3[C:28]=1[CH:29]=[CH:30][CH:31]=[CH:32]3)=[CH:36][CH:37]=[CH:38][CH:39]=2)[CH2:1][CH3:2])[CH2:11][CH2:12][CH2:13][NH:14][C:15]([O:17][C:18]([CH3:20])([CH3:19])[CH3:21])=[O:16])([CH3:5])([CH3:6])[CH3:7]. The yield is 0.800. (8) The reactants are [CH2:1]([N:3]1[C:8]([C:9]([C:11]2[CH:12]=[C:13]([CH:18]=[CH:19][C:20]#[N:21])[CH:14]=[C:15]([CH3:17])[CH:16]=2)=[O:10])=[C:7]([CH:22]([CH3:24])[CH3:23])[C:6](=[O:25])[NH:5][C:4]1=[O:26])[CH3:2]. The catalyst is [Pd].C(O)C. The product is [CH2:1]([N:3]1[C:8]([C:9]([C:11]2[CH:12]=[C:13]([CH2:18][CH2:19][C:20]#[N:21])[CH:14]=[C:15]([CH3:17])[CH:16]=2)=[O:10])=[C:7]([CH:22]([CH3:23])[CH3:24])[C:6](=[O:25])[NH:5][C:4]1=[O:26])[CH3:2]. The yield is 0.940. (9) The reactants are [I:1][C:2]1[C:3]([S:11][C:12]2[N:20]=[C:19]3[C:15]([N:16]=[CH:17][NH:18]3)=[C:14](N)[N:13]=2)=[CH:4][C:5]2[O:9][CH2:8][O:7][C:6]=2[CH:10]=1.Br[CH2:23][CH2:24][CH2:25][NH:26][S:27]([CH:30]([CH3:32])[CH3:31])(=[O:29])=[O:28].C([O-])([O-])=O.[Cs+].[Cs+].C[N:40](C=O)C. No catalyst specified. The product is [NH2:40][C:15]1[N:16]=[CH:17][N:18]=[C:19]2[C:14]=1[N:13]=[C:12]([S:11][C:3]1[C:2]([I:1])=[CH:10][C:6]3[O:7][CH2:8][O:9][C:5]=3[CH:4]=1)[N:20]2[CH2:23][CH2:24][CH2:25][NH:26][S:27]([CH:30]([CH3:32])[CH3:31])(=[O:29])=[O:28]. The yield is 0.200.